Dataset: Catalyst prediction with 721,799 reactions and 888 catalyst types from USPTO. Task: Predict which catalyst facilitates the given reaction. (1) Product: [O:15]=[C:9]1[NH:8]/[C:7](=[N:16]\[N:17]=[CH:19]/[CH2:20][CH2:21][NH:22][C:23](=[O:32])[O:24][CH2:25][C:26]2[CH:31]=[CH:30][CH:29]=[CH:28][CH:27]=2)/[N:6]([CH2:1][CH2:2][CH2:3][CH2:4][CH3:5])[C:14]2[N:13]=[CH:12][NH:11][C:10]1=2. Reactant: [CH2:1]([N:6]1[C:14]2[N:13]=[CH:12][NH:11][C:10]=2[C:9](=[O:15])[NH:8]/[C:7]/1=[N:16]\[NH2:17])[CH2:2][CH2:3][CH2:4][CH3:5].O=[CH:19][CH2:20][CH2:21][NH:22][C:23](=[O:32])[O:24][CH2:25][C:26]1[CH:31]=[CH:30][CH:29]=[CH:28][CH:27]=1. The catalyst class is: 8. (2) Reactant: [NH2:1][C:2]1[CH:3]=[CH:4][C:5]([Cl:20])=[C:6]([NH:8][S:9]([C:12]2[CH:17]=[CH:16][C:15](Br)=[C:14]([F:19])[CH:13]=2)(=[O:11])=[O:10])[CH:7]=1.CC1(C)C(C)(C)OB([C:29]2[O:30][C:31]([CH3:34])=[CH:32][CH:33]=2)O1.C(=O)([O-])[O-].[Na+].[Na+].COCCOC. Product: [NH2:1][C:2]1[CH:3]=[CH:4][C:5]([Cl:20])=[C:6]([NH:8][S:9]([C:12]2[CH:17]=[CH:16][C:15]([C:29]3[O:30][C:31]([CH3:34])=[CH:32][CH:33]=3)=[C:14]([F:19])[CH:13]=2)(=[O:11])=[O:10])[CH:7]=1. The catalyst class is: 189. (3) Reactant: Cl.[Cl:2][C:3]1[CH:4]=[C:5]([N:14]2[CH:18]=[CH:17][N:16]=[CH:15]2)[CH:6]=[C:7]([CH:9](OC)[O:10]C)[CH:8]=1.C([O-])(O)=O.[Na+]. Product: [Cl:2][C:3]1[CH:8]=[C:7]([CH:6]=[C:5]([N:14]2[CH:18]=[CH:17][N:16]=[CH:15]2)[CH:4]=1)[CH:9]=[O:10]. The catalyst class is: 5. (4) Reactant: [CH3:1][O:2][C:3]1[CH:4]=[C:5]2[C:10](=[CH:11][C:12]=1[O:13][CH3:14])[N:9]=[CH:8][N:7]=[C:6]2[O:15][C:16]1[CH:22]=[CH:21][C:19]([NH2:20])=[C:18]([O:23][CH3:24])[CH:17]=1.C(N(CC)CC)C.ClC(Cl)(O[C:36](=[O:42])OC(Cl)(Cl)Cl)Cl.[CH2:44]([N:46]([CH2:50][CH3:51])[CH2:47][CH2:48][NH2:49])[CH3:45]. Product: [CH2:44]([N:46]([CH2:50][CH3:51])[CH2:47][CH2:48][NH:49][C:36]([NH:20][C:19]1[CH:21]=[CH:22][C:16]([O:15][C:6]2[C:5]3[C:10](=[CH:11][C:12]([O:13][CH3:14])=[C:3]([O:2][CH3:1])[CH:4]=3)[N:9]=[CH:8][N:7]=2)=[CH:17][C:18]=1[O:23][CH3:24])=[O:42])[CH3:45]. The catalyst class is: 146. (5) Reactant: [CH3:1][O:2][C:3]1[CH:4]=[CH:5][C:6]([CH:10]2[CH2:19][CH2:18][C:17]3[C:12](=[CH:13][CH:14]=[C:15]([O:20][CH3:21])[CH:16]=3)[CH2:11]2)=[C:7]([NH2:9])[CH:8]=1.[CH3:22][O:23][C:24]1[CH:29]=[CH:28][C:27]([CH2:30][C:31](Cl)=O)=[CH:26][CH:25]=1.N1C=CC=CC=1. Product: [CH3:1][O:2][C:3]1[CH:4]=[CH:5][C:6]([CH:10]2[CH2:19][CH2:18][C:17]3[C:12](=[CH:13][CH:14]=[C:15]([O:20][CH3:21])[CH:16]=3)[CH2:11]2)=[C:7]([NH:9][CH2:31][CH2:30][C:27]2[CH:28]=[CH:29][C:24]([O:23][CH3:22])=[CH:25][CH:26]=2)[CH:8]=1. The catalyst class is: 389.